Predict which catalyst facilitates the given reaction. From a dataset of Catalyst prediction with 721,799 reactions and 888 catalyst types from USPTO. (1) Reactant: [H-].[Na+].[I-].C[S+](C)C.[C:8]([N:15]1[CH2:20][CH2:19][CH2:18][CH2:17][C:16]1=O)([O:10][C:11]([CH3:14])([CH3:13])[CH3:12])=[O:9].O.[C:23](OCC)(=[O:25])C. Product: [C:11]([O:10][C:8]([N:15]1[CH2:20][CH2:19][C:18]2([O:25][CH2:23]2)[CH2:17][CH2:16]1)=[O:9])([CH3:14])([CH3:13])[CH3:12]. The catalyst class is: 16. (2) Reactant: C[C:2]1[C:6]([CH2:7][C:8]2[S:23][C:11]3[N:12]([CH2:19][CH:20](C)C)[C:13](=[O:18])[N:14]([CH3:17])[C:15](=[O:16])[C:10]=3[C:9]=2[C:24]([N:26]2[CH2:30][C@:29]([CH3:32])([OH:31])[CH2:28][O:27]2)=[O:25])=[C:5](C)NN=1.ON1[C:39]2[CH:40]=[CH:41][CH:42]=[CH:43][C:38]=2[N:37]=[N:36]1.[CH2:44](N(CC)CC)C.Cl.CN(C)CCCN=C=NCC. Product: [OH:31][C@:29]1([CH3:32])[CH2:28][O:27][N:26]([C:24]([C:9]2[C:10]3[C:15](=[O:16])[N:14]([CH3:17])[C:13](=[O:18])[N:12]([CH:19]([CH3:44])[CH3:20])[C:11]=3[S:23][C:8]=2[CH2:7][C:6]2[CH:5]=[N:36][N:37]([C:38]3[CH:39]=[CH:40][CH:41]=[CH:42][CH:43]=3)[CH:2]=2)=[O:25])[CH2:30]1. The catalyst class is: 46. (3) Reactant: Br[C:2]1[C:3]([C@@H:14]([NH:24][C:25](=[O:31])[O:26][C:27]([CH3:30])([CH3:29])[CH3:28])[CH2:15][C:16]2[CH:21]=[C:20]([F:22])[CH:19]=[C:18]([F:23])[CH:17]=2)=[N:4][C:5]([C:8]#[C:9][C:10]([OH:13])([CH3:12])[CH3:11])=[CH:6][CH:7]=1.[CH3:32][N:33]1[C:41]2[C:36](=[CH:37][CH:38]=[CH:39][C:40]=2B2OC(C)(C)C(C)(C)O2)[C:35]([NH:51][S:52]([CH3:55])(=[O:54])=[O:53])=[N:34]1.C([O-])(O)=O.[Na+]. Product: [F:23][C:18]1[CH:17]=[C:16]([CH2:15][C@H:14]([NH:24][C:25](=[O:31])[O:26][C:27]([CH3:30])([CH3:29])[CH3:28])[C:3]2[C:2]([C:40]3[CH:39]=[CH:38][CH:37]=[C:36]4[C:41]=3[N:33]([CH3:32])[N:34]=[C:35]4[NH:51][S:52]([CH3:55])(=[O:54])=[O:53])=[CH:7][CH:6]=[C:5]([C:8]#[C:9][C:10]([OH:13])([CH3:12])[CH3:11])[N:4]=2)[CH:21]=[C:20]([F:22])[CH:19]=1. The catalyst class is: 225. (4) Reactant: [CH2:1](O)[CH3:2].[O:4]1[CH:8]=[CH:7][CH:6]=[C:5]1[C:9]([OH:11])=[O:10].O.C1(C)C=CC(S(O)(=O)=O)=CC=1.C(N(CC)CC)C. Product: [O:4]1[CH:8]=[CH:7][CH:6]=[C:5]1[C:9]([O:11][CH2:1][CH3:2])=[O:10]. The catalyst class is: 11. (5) Reactant: Br[C:2]1[CH:25]=[CH:24][C:5]([O:6][C:7]2[C:8]3[CH:22]=[CH:21][C:20]([OH:23])=[CH:19][C:9]=3[S:10][C:11]=2[C:12]2[CH:17]=[CH:16][C:15]([OH:18])=[CH:14][CH:13]=2)=[CH:4][CH:3]=1.C(N(CC)CC)C.[CH:33]([C:35]1[N:36]=[CH:37][N:38](C(OC(C)(C)C)=O)[CH:39]=1)=[CH2:34]. Product: [NH:38]1[CH:39]=[C:35](/[CH:33]=[CH:34]/[C:2]2[CH:25]=[CH:24][C:5]([O:6][C:7]3[C:8]4[CH:22]=[CH:21][C:20]([OH:23])=[CH:19][C:9]=4[S:10][C:11]=3[C:12]3[CH:17]=[CH:16][C:15]([OH:18])=[CH:14][CH:13]=3)=[CH:4][CH:3]=2)[N:36]=[CH:37]1. The catalyst class is: 233. (6) Reactant: [Br:1][C:2]1[CH:3]=[CH:4][C:5]([Cl:27])=[C:6]([CH:26]=1)[C:7]([NH:9][C:10]1[N:14]([C:15]2[CH:20]=[CH:19][CH:18]=[CH:17][CH:16]=2)[N:13]=[C:12]([C:21]([O:23]CC)=[O:22])[CH:11]=1)=[O:8].[Li+].[OH-].Cl. Product: [Br:1][C:2]1[CH:3]=[CH:4][C:5]([Cl:27])=[C:6]([CH:26]=1)[C:7]([NH:9][C:10]1[N:14]([C:15]2[CH:20]=[CH:19][CH:18]=[CH:17][CH:16]=2)[N:13]=[C:12]([C:21]([OH:23])=[O:22])[CH:11]=1)=[O:8]. The catalyst class is: 14. (7) Product: [CH2:19]([O:1][C:2]1[CH:3]=[CH:4][C:5]2[S:10][C:9]([C:11]3[CH:16]=[CH:15][CH:14]=[CH:13][N:12]=3)=[N:8][C:7](=[O:17])[C:6]=2[CH:18]=1)[CH:20]([CH3:22])[CH3:21]. The catalyst class is: 6. Reactant: [OH:1][C:2]1[CH:3]=[CH:4][C:5]2[S:10][C:9]([C:11]3[CH:16]=[CH:15][CH:14]=[CH:13][N:12]=3)=[N:8][C:7](=[O:17])[C:6]=2[CH:18]=1.[CH2:19](Br)[CH:20]([CH3:22])[CH3:21].C(=O)([O-])[O-].[K+].[K+].CN(C=O)C.